From a dataset of Full USPTO retrosynthesis dataset with 1.9M reactions from patents (1976-2016). Predict the reactants needed to synthesize the given product. (1) Given the product [Br:11][C:9]1[CH:8]=[CH:7][C:3]([C:4]([NH:17][CH2:16][CH:15]([O:18][CH2:19][CH3:20])[O:14][CH2:12][CH3:13])=[O:6])=[C:2]([Cl:1])[CH:10]=1, predict the reactants needed to synthesize it. The reactants are: [Cl:1][C:2]1[CH:10]=[C:9]([Br:11])[CH:8]=[CH:7][C:3]=1[C:4]([OH:6])=O.[CH2:12]([O:14][CH:15]([O:18][CH2:19][CH3:20])[CH2:16][NH2:17])[CH3:13].CCN=C=NCCCN(C)C. (2) Given the product [N:12]1([C:2]2[CH:3]=[CH:4][C:5]([N+:9]([O-:11])=[O:10])=[C:6]([NH2:8])[CH:7]=2)[CH2:17][CH2:16][O:15][CH2:14][CH2:13]1, predict the reactants needed to synthesize it. The reactants are: Cl[C:2]1[CH:3]=[CH:4][C:5]([N+:9]([O-:11])=[O:10])=[C:6]([NH2:8])[CH:7]=1.[NH:12]1[CH2:17][CH2:16][O:15][CH2:14][CH2:13]1.O. (3) Given the product [CH3:27][O:29][C:23]1[CH:22]=[CH:21][C:26]([C:2]2[CH:11]=[CH:10][C:5]([C:6]([O:8][CH3:9])=[O:7])=[C:4]([N+:12]([O-:14])=[O:13])[CH:3]=2)=[CH:25][CH:24]=1, predict the reactants needed to synthesize it. The reactants are: Cl[C:2]1[CH:11]=[CH:10][C:5]([C:6]([O:8][CH3:9])=[O:7])=[C:4]([N+:12]([O-:14])=[O:13])[CH:3]=1.B(O)O.[F-].[Cs+].O.[CH3:21][CH2:22][CH2:23][CH2:24][CH2:25][CH3:26].[C:27](OCC)(=[O:29])C. (4) Given the product [C:1]([O:5][C:6]([NH:8][C:9]1[CH:10]=[CH:11][C:12]([F:35])=[C:13]([C@:15]2([CH3:34])[CH2:20][N:19]3[C:21]([CH:24]=[O:25])=[CH:22][N:23]=[C:18]3[C:17]([NH:26][C:27](=[O:33])[O:28][C:29]([CH3:32])([CH3:31])[CH3:30])=[N:16]2)[CH:14]=1)=[O:7])([CH3:4])([CH3:2])[CH3:3], predict the reactants needed to synthesize it. The reactants are: [C:1]([O:5][C:6]([NH:8][C:9]1[CH:10]=[CH:11][C:12]([F:35])=[C:13]([C@:15]2([CH3:34])[CH2:20][N:19]3[C:21]([CH2:24][OH:25])=[CH:22][N:23]=[C:18]3[C:17]([NH:26][C:27](=[O:33])[O:28][C:29]([CH3:32])([CH3:31])[CH3:30])=[N:16]2)[CH:14]=1)=[O:7])([CH3:4])([CH3:3])[CH3:2]. (5) Given the product [F:35][C:11]1[CH:12]=[C:13]([O:17][C@H:18]2[CH2:23][CH2:22][CH2:21][CH2:20][C@@H:19]2[C:24]2[CH:25]=[N:26][NH:27][CH:28]=2)[CH:14]=[C:15]([F:16])[C:10]=1[S:7]([NH:6][C:36]1[CH:41]=[CH:40][N:39]=[CH:38][N:37]=1)(=[O:8])=[O:9], predict the reactants needed to synthesize it. The reactants are: COC1C=C(OC)C=CC=1C[N:6]([C:36]1[CH:41]=[CH:40][N:39]=[CH:38][N:37]=1)[S:7]([C:10]1[C:15]([F:16])=[CH:14][C:13]([O:17][C@H:18]2[CH2:23][CH2:22][CH2:21][CH2:20][C@@H:19]2[C:24]2[CH:25]=[N:26][N:27](C3CCCCO3)[CH:28]=2)=[CH:12][C:11]=1[F:35])(=[O:9])=[O:8].C([SiH](CC)CC)C.FC(F)(F)C(O)=O.ClCCl. (6) Given the product [C:31]1([S:37]([OH:40])(=[O:39])=[O:38])[CH:36]=[CH:35][CH:34]=[CH:33][CH:32]=1.[CH3:1][O:2][C:3]1[C:8]([CH3:9])=[C:7]([C:10]2[CH:11]=[CH:12][C:13]3[C:14]4[N:23]([C@H:24]5[CH2:28][CH2:27][O:26][CH2:25]5)[N:22]=[CH:21][C:15]=4[C:16](=[O:20])[NH:17][C:18]=3[CH:19]=2)[C:6]([CH3:29])=[CH:5][N:4]=1, predict the reactants needed to synthesize it. The reactants are: [CH3:1][O:2][C:3]1[C:8]([CH3:9])=[C:7]([C:10]2[CH:11]=[CH:12][C:13]3[C:14]4[N:23]([C@H:24]5[CH2:28][CH2:27][O:26][CH2:25]5)[N:22]=[CH:21][C:15]=4[C:16](=[O:20])[NH:17][C:18]=3[CH:19]=2)[C:6]([CH3:29])=[CH:5][N:4]=1.O.[C:31]1([S:37]([OH:40])(=[O:39])=[O:38])[CH:36]=[CH:35][CH:34]=[CH:33][CH:32]=1. (7) Given the product [CH:11]([CH:14]1[C:19]2[N:20]=[CH:21][NH:22][C:18]=2[CH2:17][CH2:16][N:15]1[C:23]([O:10][CH2:9][C:4]1[CH:5]=[CH:6][CH:7]=[CH:8][N:3]=1)=[O:24])([CH3:13])[CH3:12], predict the reactants needed to synthesize it. The reactants are: [H-].[Na+].[N:3]1[CH:8]=[CH:7][CH:6]=[CH:5][C:4]=1[CH2:9][OH:10].[CH:11]([CH:14]1[C:19]2[N:20]=[CH:21][NH:22][C:18]=2[CH2:17][CH2:16][N:15]1[C:23](OCC(Cl)(Cl)Cl)=[O:24])([CH3:13])[CH3:12]. (8) The reactants are: [CH2:1]([Sn](CCCC)(CCCC)C=C)[CH2:2]CC.[NH2:16][C:17]1[CH:27]=[C:26]([CH:28]2[O:32][CH2:31][CH2:30][O:29]2)[C:25](Br)=[CH:24][C:18]=1[C:19]([O:21][CH2:22][CH3:23])=[O:20].CC1C=CC=CC=1P(C1C=CC=CC=1C)C1C=CC=CC=1C.CCOC(C)=O. Given the product [NH2:16][C:17]1[CH:27]=[C:26]([CH:28]2[O:32][CH2:31][CH2:30][O:29]2)[C:25]([CH:1]=[CH2:2])=[CH:24][C:18]=1[C:19]([O:21][CH2:22][CH3:23])=[O:20], predict the reactants needed to synthesize it.